Dataset: Forward reaction prediction with 1.9M reactions from USPTO patents (1976-2016). Task: Predict the product of the given reaction. (1) Given the reactants [CH2:1]([O:3][C:4]([C:6]1[C:7](=[O:27])[N:8]([CH2:18][C:19]2[CH:24]=[CH:23][C:22]([O:25][CH3:26])=[CH:21][CH:20]=2)[C:9]2[C:14]([C:15]=1[OH:16])=[CH:13][C:12]([Cl:17])=[CH:11][CH:10]=2)=[O:5])[CH3:2].C(N(C(C)C)CC)(C)C.[F:37][C:38]([S:41](O)(=[O:43])=[O:42])([F:40])[F:39], predict the reaction product. The product is: [CH2:1]([O:3][C:4]([C:6]1[C:7](=[O:27])[N:8]([CH2:18][C:19]2[CH:20]=[CH:21][C:22]([O:25][CH3:26])=[CH:23][CH:24]=2)[C:9]2[C:14]([C:15]=1[O:16][S:41]([C:38]([F:40])([F:39])[F:37])(=[O:43])=[O:42])=[CH:13][C:12]([Cl:17])=[CH:11][CH:10]=2)=[O:5])[CH3:2]. (2) Given the reactants [ClH:1].[CH3:2][O:3][C:4]1[CH:9]=[C:8]([CH3:10])[C:7]([S:11]([N:14]2[C:23]3[C:18](=[CH:19][CH:20]=[C:21]([CH2:24][C:25]([N:27]4[CH2:43][CH2:42][C:30]5([CH2:34][N:33](C(OC(C)(C)C)=O)[CH2:32][CH2:31]5)[CH2:29][CH2:28]4)=[O:26])[CH:22]=3)[CH2:17][CH2:16][CH2:15]2)(=[O:13])=[O:12])=[C:6]([CH3:44])[CH:5]=1, predict the reaction product. The product is: [ClH:1].[CH3:2][O:3][C:4]1[CH:5]=[C:6]([CH3:44])[C:7]([S:11]([N:14]2[C:23]3[C:18](=[CH:19][CH:20]=[C:21]([CH2:24][C:25]([N:27]4[CH2:28][CH2:29][C:30]5([CH2:34][NH:33][CH2:32][CH2:31]5)[CH2:42][CH2:43]4)=[O:26])[CH:22]=3)[CH2:17][CH2:16][CH2:15]2)(=[O:12])=[O:13])=[C:8]([CH3:10])[CH:9]=1. (3) Given the reactants [C:1]1(CC(O)=O)[CH:6]=[CH:5][CH:4]=[CH:3][CH:2]=1.C([N:13]([CH2:16][CH3:17])CC)C.CN(C(ON1N=NC2C=CC=NC1=2)=[N+](C)C)C.F[P-](F)(F)(F)(F)F.COC1C=CC(P2(=S)SP(=S)(C3C=CC(OC)=CC=3)[S:51]2)=CC=1.Br[CH2:65][C:66](=O)[C:67]([OH:69])=[O:68], predict the reaction product. The product is: [CH2:17]([C:16]1[S:51][CH:65]=[C:66]([C:67]([OH:69])=[O:68])[N:13]=1)[C:1]1[CH:6]=[CH:5][CH:4]=[CH:3][CH:2]=1. (4) Given the reactants C(OC([NH:8][CH2:9][CH2:10][CH2:11][CH2:12][CH2:13][CH3:14])=O)(C)(C)C.[OH:15][C:16]1[CH:30]=[C:29]2[C:19]([NH:20][CH:21]=[C:22]2[CH2:23][C@@H:24]([C:26](O)=O)[NH2:25])=[CH:18][CH:17]=1.C([O:33]C(=O)C)C, predict the reaction product. The product is: [NH2:8][CH2:9][CH2:10][CH2:11][CH2:12][CH2:13][C:14]([NH:25][CH:24]([CH2:23][C:22]1[C:29]2[C:19](=[CH:18][CH:17]=[C:16]([OH:15])[CH:30]=2)[NH:20][CH:21]=1)[CH3:26])=[O:33]. (5) Given the reactants [O:1]1[CH2:5][CH:4]=[CH:3][C@H:2]1[C@@H:6](I)[CH2:7]O.[OH-:10].[NH4+:11].N.CC(O)C, predict the reaction product. The product is: [NH2:11][CH2:7][C@H:6]([C@@H:2]1[CH:3]=[CH:4][CH2:5][O:1]1)[OH:10]. (6) Given the reactants [CH2:1]([N:4]1[C@H:8]2[CH2:9][CH2:10][CH2:11][CH2:12][C@@H:7]2[N:6]([CH:13]2[CH2:18][CH2:17][NH:16][CH2:15][CH2:14]2)[C:5]1=[O:19])[CH:2]=[CH2:3].O=[C:21]1[CH2:26][CH2:25][N:24]([C:27]([O:29][CH2:30][CH3:31])=[O:28])[CH2:23][CH2:22]1.C([BH3-])#N.[Na+], predict the reaction product. The product is: [CH2:1]([N:4]1[C@H:8]2[CH2:9][CH2:10][CH2:11][CH2:12][C@@H:7]2[N:6]([CH:13]2[CH2:14][CH2:15][N:16]([CH:21]3[CH2:26][CH2:25][N:24]([C:27]([O:29][CH2:30][CH3:31])=[O:28])[CH2:23][CH2:22]3)[CH2:17][CH2:18]2)[C:5]1=[O:19])[CH:2]=[CH2:3].